The task is: Predict the reaction yield, written as a fraction of the theoretical maximum amount of product (1.0 means a 100% yield; for example, 0.34 means a 34% yield).. This data is from Reaction yield outcomes from USPTO patents with 853,638 reactions. (1) The reactants are [Cl:1][C:2]1[CH:3]=[C:4]2[C:8](=[C:9]([CH2:11][C:12]([OH:14])=O)[CH:10]=1)[N:7]([CH2:15][CH:16]([CH3:18])[CH3:17])[N:6]=[CH:5]2.Cl.Cl.[NH2:21][CH2:22][C:23]1[CH:28]=[C:27]([C:29]([O:31][CH3:32])=[O:30])[CH:26]=[CH:25][N:24]=1.Cl.CN(C)CCCN=C=NCC.CN1CCOCC1. The catalyst is ClCCl. The product is [Cl:1][C:2]1[CH:3]=[C:4]2[C:8](=[C:9]([CH2:11][C:12]([NH:21][CH2:22][C:23]3[CH:28]=[C:27]([C:29]([O:31][CH3:32])=[O:30])[CH:26]=[CH:25][N:24]=3)=[O:14])[CH:10]=1)[N:7]([CH2:15][CH:16]([CH3:18])[CH3:17])[N:6]=[CH:5]2. The yield is 0.760. (2) The reactants are [CH3:1][C:2]1[CH:6]=[CH:5][S:4][C:3]=1[C:7]([OH:9])=O.ON1C2C=CC=CC=2N=N1.Cl.C(N=C=NCCCN(C)C)C.C(N(CC)C(C)C)(C)C.[CH2:41]([NH2:48])[C:42]1[CH:47]=[CH:46][CH:45]=[CH:44][CH:43]=1. The catalyst is CN(C)C=O. The product is [CH2:41]([NH:48][C:7]([C:3]1[S:4][CH:5]=[CH:6][C:2]=1[CH3:1])=[O:9])[C:42]1[CH:47]=[CH:46][CH:45]=[CH:44][CH:43]=1. The yield is 0.810. (3) The catalyst is O1CCOCC1.O.C1C=CC(P(C2C=CC=CC=2)[C-]2C=CC=C2)=CC=1.C1C=CC(P(C2C=CC=CC=2)[C-]2C=CC=C2)=CC=1.Cl[Pd]Cl.[Fe+2]. The reactants are [CH:1]1([CH2:4][O:5][C:6]2[CH:11]=[CH:10][C:9]([S:12]([CH2:15][CH3:16])(=[O:14])=[O:13])=[CH:8][C:7]=2B2OC(C)(C)C(C)(C)O2)[CH2:3][CH2:2]1.Br[C:27]1[C:28]2[CH:37]=[C:36]([C:38]([NH2:40])=[O:39])[S:35][C:29]=2[C:30](=[O:34])[N:31]([CH3:33])[CH:32]=1.[O-]P([O-])([O-])=O.[K+].[K+].[K+]. The yield is 0.260. The product is [CH:1]1([CH2:4][O:5][C:6]2[CH:11]=[CH:10][C:9]([S:12]([CH2:15][CH3:16])(=[O:13])=[O:14])=[CH:8][C:7]=2[C:27]2[C:28]3[CH:37]=[C:36]([C:38]([NH2:40])=[O:39])[S:35][C:29]=3[C:30](=[O:34])[N:31]([CH3:33])[CH:32]=2)[CH2:2][CH2:3]1. (4) The reactants are [F:1][C:2]1[CH:3]=[C:4]([C:11]2[CH:12]=[C:13]([C:20](O)=[O:21])[C:14]3[O:18][CH2:17][CH2:16][C:15]=3[CH:19]=2)[CH:5]=[C:6]([O:9][CH3:10])[C:7]=1[F:8].[NH2:23][C@@H:24]([CH2:35][OH:36])[CH2:25][C:26]1[C:34]2[C:29](=[CH:30][CH:31]=[CH:32][CH:33]=2)[NH:28][CH:27]=1.C(Cl)CCl.C1C=CC2N(O)N=NC=2C=1. The catalyst is CN(C=O)C. The product is [OH:36][CH2:35][C@H:24]([NH:23][C:20]([C:13]1[C:14]2[O:18][CH2:17][CH2:16][C:15]=2[CH:19]=[C:11]([C:4]2[CH:5]=[C:6]([O:9][CH3:10])[C:7]([F:8])=[C:2]([F:1])[CH:3]=2)[CH:12]=1)=[O:21])[CH2:25][C:26]1[C:34]2[C:29](=[CH:30][CH:31]=[CH:32][CH:33]=2)[NH:28][CH:27]=1. The yield is 0.500. (5) The reactants are Br[C:2]1[CH:3]=[C:4]([CH:29]=[CH:30][CH:31]=1)[C:5]([NH:7][CH:8]([C:10]1[N:15]=[N:14][C:13]([NH:16][C:17]2[CH:22]=[C:21]([O:23][CH3:24])[C:20]([O:25][CH3:26])=[C:19]([O:27][CH3:28])[CH:18]=2)=[N:12][CH:11]=1)[CH3:9])=[O:6].NC(C1N=NC(NC2C=C(OC)C(OC)=C(OC)C=2)=NC=1)C.[F:54][C:55]([F:73])([F:72])[C:56]1[CH:57]=[C:58]([NH:62]C2C=CC=CC=2C(O)=O)[CH:59]=[CH:60][CH:61]=1.C(N(C(C)C)CC)(C)C.F[P-](F)(F)(F)(F)F.N1(OC(N(C)C)=[N+](C)C)C2N=CC=CC=2N=N1. The catalyst is CN(C)C=O. The product is [F:54][C:55]([F:72])([F:73])[C:56]1[CH:57]=[C:58]([NH:62][C:29]2[CH:30]=[CH:31][CH:2]=[CH:3][C:4]=2[C:5]([NH:7][CH:8]([C:10]2[N:15]=[N:14][C:13]([NH:16][C:17]3[CH:22]=[C:21]([O:23][CH3:24])[C:20]([O:25][CH3:26])=[C:19]([O:27][CH3:28])[CH:18]=3)=[N:12][CH:11]=2)[CH3:9])=[O:6])[CH:59]=[CH:60][CH:61]=1. The yield is 0.800. (6) The reactants are F[P-](F)(F)(F)(F)F.N1(OC(N(C)C)=[N+](C)C)C2N=CC=CC=2N=N1.[CH2:25]([O:45][CH:46]([CH2:50][CH3:51])[C:47]([OH:49])=[O:48])[CH2:26][CH2:27][CH2:28]/[CH:29]=[CH:30]\[CH2:31]/[CH:32]=[CH:33]\[CH2:34]/[CH:35]=[CH:36]\[CH2:37]/[CH:38]=[CH:39]\[CH2:40]/[CH:41]=[CH:42]\[CH2:43][CH3:44].O[CH2:53][CH2:54][NH:55][C:56](=[O:62])[O:57][C:58]([CH3:61])([CH3:60])[CH3:59].CCOCC. The product is [CH2:25]([O:45][CH:46]([CH2:50][CH3:51])[C:47]([O:49][CH2:53][CH2:54][NH:55][C:56]([O:57][C:58]([CH3:61])([CH3:60])[CH3:59])=[O:62])=[O:48])[CH2:26][CH2:27][CH2:28]/[CH:29]=[CH:30]\[CH2:31]/[CH:32]=[CH:33]\[CH2:34]/[CH:35]=[CH:36]\[CH2:37]/[CH:38]=[CH:39]\[CH2:40]/[CH:41]=[CH:42]\[CH2:43][CH3:44]. The catalyst is C(Cl)Cl. The yield is 0.760.